Dataset: Reaction yield outcomes from USPTO patents with 853,638 reactions. Task: Predict the reaction yield, written as a fraction of the theoretical maximum amount of product (1.0 means a 100% yield; for example, 0.34 means a 34% yield). (1) The reactants are [H-].[Na+].[CH2:3]([OH:15])[CH2:4][O:5][CH2:6][CH2:7][O:8][CH2:9][CH2:10][O:11][CH2:12][CH2:13]O.S([O-])(=O)(=O)C.[CH2:21]([O:28][CH2:29][CH2:30][O:31][CH2:32][CH2:33][O:34][CH2:35][CH2:36][O:37][CH2:38][CH2:39][OH:40])[C:22]1[CH:27]=[CH:26][CH:25]=[CH:24][CH:23]=1. The catalyst is O1CCCC1. The product is [CH2:21]([O:28][CH2:29][CH2:30][O:31][CH2:32][CH2:33][O:34][CH2:35][CH2:36][O:37][CH2:38][CH2:39][O:40][CH2:13][CH2:12][O:11][CH2:10][CH2:9][O:8][CH2:7][CH2:6][O:5][CH2:4][CH2:3][OH:15])[C:22]1[CH:23]=[CH:24][CH:25]=[CH:26][CH:27]=1. The yield is 0.340. (2) The reactants are [CH2:1]([NH:8][C:9]1[N:14]2[N:15]=[CH:16][C:17]([C:18](O)=[O:19])=[C:13]2[N:12]=[CH:11][C:10]=1[C:21]([N:23]1[CH2:28][CH2:27][CH:26]([N:29]2[CH:33]=[CH:32][CH:31]=[N:30]2)[CH2:25][CH2:24]1)=[O:22])[C:2]1[CH:7]=[CH:6][CH:5]=[CH:4][CH:3]=1.[CH3:34][S:35]([NH2:38])(=[O:37])=[O:36]. No catalyst specified. The product is [CH2:1]([NH:8][C:9]1[N:14]2[N:15]=[CH:16][C:17]([C:18]([NH:38][S:35]([CH3:34])(=[O:37])=[O:36])=[O:19])=[C:13]2[N:12]=[CH:11][C:10]=1[C:21]([N:23]1[CH2:24][CH2:25][CH:26]([N:29]2[CH:33]=[CH:32][CH:31]=[N:30]2)[CH2:27][CH2:28]1)=[O:22])[C:2]1[CH:3]=[CH:4][CH:5]=[CH:6][CH:7]=1. The yield is 0.530. (3) The reactants are [NH2:1][CH2:2][CH2:3][C:4]1[C:12]2[C:7](=[CH:8][CH:9]=[CH:10][CH:11]=2)[NH:6][CH:5]=1.O=[C:14]1[C:22]2[C:17](=[CH:18][C:19]([C:23]([NH:25][C:26]3[CH:31]=[CH:30][CH:29]=[CH:28][C:27]=3[NH:32][C:33](=[O:39])[O:34][C:35]([CH3:38])([CH3:37])[CH3:36])=[O:24])=[CH:20][CH:21]=2)[CH2:16][CH2:15]1.[BH-](OC(C)=O)(OC(C)=O)OC(C)=O.[Na+].Cl. The catalyst is ClCCl. The product is [C:35]([O:34][C:33](=[O:39])[NH:32][C:27]1[CH:28]=[CH:29][CH:30]=[CH:31][C:26]=1[NH:25][C:23]([C:19]1[CH:18]=[C:17]2[C:22](=[CH:21][CH:20]=1)[CH:14]([NH:1][CH2:2][CH2:3][C:4]1[C:12]3[C:7](=[CH:8][CH:9]=[CH:10][CH:11]=3)[NH:6][CH:5]=1)[CH2:15][CH2:16]2)=[O:24])([CH3:38])([CH3:36])[CH3:37]. The yield is 0.790. (4) The product is [F:40][CH:2]([F:1])[C:3]1[N:7]([C:8]2[N:13]=[C:12]3[N:14]([CH:17]4[CH2:18][CH2:19][N:20]([S:23]([CH2:26][CH2:27][N:42]([CH3:43])[CH3:41])(=[O:24])=[O:25])[CH2:21][CH2:22]4)[N:15]=[CH:16][C:11]3=[C:10]([N:28]3[CH2:29][CH2:30][O:31][CH2:32][CH2:33]3)[N:9]=2)[C:6]2[CH:34]=[CH:35][CH:36]=[C:37]([O:38][CH3:39])[C:5]=2[N:4]=1. The reactants are [F:1][CH:2]([F:40])[C:3]1[N:7]([C:8]2[N:13]=[C:12]3[N:14]([CH:17]4[CH2:22][CH2:21][N:20]([S:23]([CH:26]=[CH2:27])(=[O:25])=[O:24])[CH2:19][CH2:18]4)[N:15]=[CH:16][C:11]3=[C:10]([N:28]3[CH2:33][CH2:32][O:31][CH2:30][CH2:29]3)[N:9]=2)[C:6]2[CH:34]=[CH:35][CH:36]=[C:37]([O:38][CH3:39])[C:5]=2[N:4]=1.[CH3:41][NH:42][CH3:43]. The yield is 0.930. The catalyst is C1COCC1.O. (5) The reactants are [NH2:1][CH:2]([C:6]#[N:7])[C:3]([NH2:5])=[O:4].[F:8][C:9]1[CH:14]=[CH:13][C:12]([N:15]=[C:16]=[S:17])=[CH:11][CH:10]=1. The catalyst is CCOC(C)=O. The product is [NH2:7][C:6]1[S:17][C:16]([NH:15][C:12]2[CH:13]=[CH:14][C:9]([F:8])=[CH:10][CH:11]=2)=[N:1][C:2]=1[C:3]([NH2:5])=[O:4]. The yield is 0.520. (6) The reactants are Br[C:2]1[CH:7]=[CH:6][C:5]([N:8]([C:13]2[C:32]([CH:33]3[CH2:35][CH2:34]3)=[CH:31][C:16]3[C:17]([C:27]([NH:29][CH3:30])=[O:28])=[C:18]([C:20]4[CH:25]=[CH:24][C:23]([Cl:26])=[CH:22][CH:21]=4)[O:19][C:15]=3[CH:14]=2)[S:9]([CH3:12])(=[O:11])=[O:10])=[CH:4][C:3]=1[C:36]#[N:37].C([O-])(=O)C.[K+].[B:43]1([B:43]2[O:47][C:46]([CH3:49])([CH3:48])[C:45]([CH3:51])([CH3:50])[O:44]2)[O:47][C:46]([CH3:49])([CH3:48])[C:45]([CH3:51])([CH3:50])[O:44]1.B(O)O. The catalyst is O1CCOCC1.C1C=CC(P(C2C=CC=CC=2)[C-]2C=CC=C2)=CC=1.C1C=CC(P(C2C=CC=CC=2)[C-]2C=CC=C2)=CC=1.Cl[Pd]Cl.[Fe+2].C(Cl)Cl. The product is [Cl:26][C:23]1[CH:24]=[CH:25][C:20]([C:18]2[O:19][C:15]3[CH:14]=[C:13]([N:8]([C:5]4[CH:6]=[CH:7][C:2]([B:43]5[O:47][C:46]([CH3:49])([CH3:48])[C:45]([CH3:51])([CH3:50])[O:44]5)=[C:3]([C:36]#[N:37])[CH:4]=4)[S:9]([CH3:12])(=[O:11])=[O:10])[C:32]([CH:33]4[CH2:34][CH2:35]4)=[CH:31][C:16]=3[C:17]=2[C:27]([NH:29][CH3:30])=[O:28])=[CH:21][CH:22]=1. The yield is 0.470. (7) The reactants are [Cl:1][C:2]1[C:11]([CH2:12]O)=[CH:10][C:9]2[C:4](=[C:5]([Cl:14])[CH:6]=[CH:7][CH:8]=2)[N:3]=1.O=S(Cl)Cl.[N-:19]=[N+:20]=[N-:21].[Na+]. The catalyst is C(Cl)(Cl)Cl. The product is [N:19]([CH2:12][C:11]1[C:2]([Cl:1])=[N:3][C:4]2[C:9]([CH:10]=1)=[CH:8][CH:7]=[CH:6][C:5]=2[Cl:14])=[N+:20]=[N-:21]. The yield is 0.850. (8) The reactants are [NH2:1][C:2]1[NH:6][N:5]=[CH:4][C:3]=1[C:7]([C:9]1[S:10][CH:11]=[CH:12][CH:13]=1)=[O:8].CN(C)[CH:16]=[CH:17][C:18]([C:20]1[CH:21]=[CH:22][C:23]([F:34])=[C:24]([N:26]([CH2:31][C:32]#[CH:33])[S:27]([CH3:30])(=[O:29])=[O:28])[CH:25]=1)=O.C(OCC)(=O)C. The catalyst is C(O)(=O)C. The product is [F:34][C:23]1[CH:22]=[CH:21][C:20]([C:18]2[N:6]3[N:5]=[CH:4][C:3]([C:7]([C:9]4[S:10][CH:11]=[CH:12][CH:13]=4)=[O:8])=[C:2]3[N:1]=[CH:16][CH:17]=2)=[CH:25][C:24]=1[N:26]([CH2:31][C:32]#[CH:33])[S:27]([CH3:30])(=[O:29])=[O:28]. The yield is 0.610. (9) The reactants are Cl.[N:2]12[CH2:9][CH2:8][CH:5]([CH2:6][CH2:7]1)[C:4](=[O:10])[CH2:3]2.[OH-].[K+].[N:13]1[CH:18]=[CH:17][CH:16]=[C:15]([CH:19]=O)[CH:14]=1. The catalyst is CO. The product is [N:13]1[CH:18]=[CH:17][CH:16]=[C:15]([CH:19]=[C:3]2[C:4](=[O:10])[CH:5]3[CH2:8][CH2:9][N:2]2[CH2:7][CH2:6]3)[CH:14]=1. The yield is 0.893.